This data is from Full USPTO retrosynthesis dataset with 1.9M reactions from patents (1976-2016). The task is: Predict the reactants needed to synthesize the given product. (1) Given the product [CH:34]1([C:37]([NH:1][C@H:2]2[CH2:7][CH2:6][C@H:5]([NH:8][C:9]([C:11]3[C:15]4[N:16]=[CH:17][N:18]=[C:19]([C:20]5[C:28]6[O:27][CH2:26][O:25][C:24]=6[CH:23]=[CH:22][C:21]=5[O:29][CH2:30][CH:31]5[CH2:33][CH2:32]5)[C:14]=4[NH:13][CH:12]=3)=[O:10])[CH2:4][CH2:3]2)=[O:38])[CH2:36][CH2:35]1, predict the reactants needed to synthesize it. The reactants are: [NH2:1][C@H:2]1[CH2:7][CH2:6][C@H:5]([NH:8][C:9]([C:11]2[C:15]3[N:16]=[CH:17][N:18]=[C:19]([C:20]4[C:28]5[O:27][CH2:26][O:25][C:24]=5[CH:23]=[CH:22][C:21]=4[O:29][CH2:30][CH:31]4[CH2:33][CH2:32]4)[C:14]=3[NH:13][CH:12]=2)=[O:10])[CH2:4][CH2:3]1.[CH:34]1([C:37](Cl)=[O:38])[CH2:36][CH2:35]1. (2) Given the product [NH2:8][CH2:7][C:9]1[CH:18]=[C:17]([F:19])[CH:16]=[CH:15][C:10]=1[CH2:11][OH:12], predict the reactants needed to synthesize it. The reactants are: [H-].[H-].[H-].[H-].[Li+].[Al+3].[C:7]([C:9]1[CH:18]=[C:17]([F:19])[CH:16]=[CH:15][C:10]=1[C:11](OC)=[O:12])#[N:8]. (3) Given the product [OH:21][C@@H:19]1[C@H:18]([CH2:22]/[CH:23]=[CH:24]\[CH2:25][CH2:26][CH2:27][C:28]([O:30][CH:31]([CH3:32])[CH3:33])=[O:29])[C@@H:17]([CH2:34][CH2:35][C@@H:36]([OH:45])[CH2:37][CH2:38][C:39]2[CH:40]=[CH:41][CH:42]=[CH:43][CH:44]=2)[C@H:16]([O:15][C:13](=[O:14])[CH:10]([CH2:9][OH:8])[CH2:11][OH:12])[CH2:20]1, predict the reactants needed to synthesize it. The reactants are: C1(C2[O:12][CH2:11][CH:10]([C:13]([O:15][C@@H:16]3[CH2:20][C@H:19]([OH:21])[C@H:18]([CH2:22]/[CH:23]=[CH:24]\[CH2:25][CH2:26][CH2:27][C:28]([O:30][CH:31]([CH3:33])[CH3:32])=[O:29])[C@H:17]3[CH2:34][CH2:35][C@@H:36]([OH:45])[CH2:37][CH2:38][C:39]3[CH:44]=[CH:43][CH:42]=[CH:41][CH:40]=3)=[O:14])[CH2:9][O:8]2)C=CC=CC=1. (4) Given the product [CH3:34][O:33][C:31]1[CH:32]=[C:18]([NH:17][C:14](=[O:16])[CH2:13][N:10]2[C:9]3[C:4]([N+:1]([O-:3])=[O:2])=[CH:5][CH:6]=[CH:7][C:8]=3[N:12]=[CH:11]2)[CH:19]=[C:20]([O:21][CH2:22][CH2:23][N:24]2[CH2:28][CH2:27][CH2:26][C:25]2=[O:29])[CH:30]=1, predict the reactants needed to synthesize it. The reactants are: [N+:1]([C:4]1[C:9]2[N:10]([CH2:13][C:14]([OH:16])=O)[CH:11]=[N:12][C:8]=2[CH:7]=[CH:6][CH:5]=1)([O-:3])=[O:2].[NH2:17][C:18]1[CH:19]=[C:20]([CH:30]=[C:31]([O:33][CH3:34])[CH:32]=1)[O:21][CH2:22][CH2:23][N:24]1[CH2:28][CH2:27][CH2:26][C:25]1=[O:29]. (5) Given the product [CH3:48][C:46]([CH2:44][C:43]([CH2:69][C:68]([OH:67])=[O:70])=[O:42])=[O:47], predict the reactants needed to synthesize it. The reactants are: C(O)(=O)CCCCCCCCCCCCC/C=C\CCCCCCCC.C1CCC(N=C=NC2CCCCC2)CC1.[OH:42][CH2:43][C@@H:44]([C@@H:46]([C@@H:48](CCCCCCCCCCCCCC)O)[OH:47])N.C([O:67][C:68](=[O:70])[CH3:69])(=O)C. (6) Given the product [CH2:53]([O:52][C:50]([NH:57][C:58]1[CH:59]=[CH:60][C:61]([CH2:64][C:65]([N:30]([CH3:28])[C@@H:31]([C:40]2[CH:35]=[CH:36][CH:37]=[C:38]([N+:41]([O-:43])=[O:42])[CH:39]=2)[CH2:32][N:44]2[CH2:48][CH2:47][CH2:46][CH2:45]2)=[O:67])=[CH:62][CH:63]=1)=[O:51])[CH2:56][CH2:1][CH3:2], predict the reactants needed to synthesize it. The reactants are: [CH2:1]1CCC(N=C=NC2CCCCC2)C[CH2:2]1.[N+](C1C=C(Cl)C(Cl)=CC=1C[C:28]([N:30](C)[C@@H:31]1[C:40]2[C:35](=[CH:36][CH:37]=[C:38]([N+:41]([O-:43])=[O:42])[CH:39]=2)CC[C@H:32]1[N:44]1[CH2:48][CH2:47][CH2:46][CH2:45]1)=O)([O-])=O.[C:50]([NH:57][C:58]1[CH:63]=[CH:62][C:61]([CH2:64][C:65]([OH:67])=O)=[CH:60][CH:59]=1)([O:52][C:53]([CH3:56])(C)C)=[O:51].N1C=CC=CC=1.Cl. (7) Given the product [CH2:68]([C:8]1[N:13]=[C:12]([CH2:14][N:36]([CH3:37])[CH3:39])[CH:11]=[C:10]([C:41]2[CH:42]=[CH:43][C:44]([CH3:47])=[CH:45][CH:46]=2)[N:9]=1)[C:62]1[CH:67]=[CH:66][CH:65]=[CH:64][CH:63]=1, predict the reactants needed to synthesize it. The reactants are: C([C:8]1[N:13]=[C:12]([CH2:14]OC2CCCCO2)[CH:11]=[C:10](C2C=CC(C)=CC=2)[N:9]=1)C1C=CC=CC=1.C1COCC1.CC[N:36]([CH2:39]C)[CH2:37]C.[C:41]1(C)[CH:46]=[CH:45][C:44]([C:47](Cl)=O)=[CH:43][CH:42]=1.C(OC1CCCCO1)C#C.Cl.[C:62]1([CH2:68]C(N)=N)[CH:67]=[CH:66][CH:65]=[CH:64][CH:63]=1.C([O-])([O-])=O.[Na+].[Na+]. (8) Given the product [F:17][C:18]1[CH:19]=[CH:20][C:21]([N:24]2[CH2:29][CH2:28][N:27]([CH2:2][CH2:3][CH2:4][CH2:5][CH2:6][O:7][C:8]3[CH:13]=[CH:12][CH:11]=[C:10]([N+:14]([O-:16])=[O:15])[CH:9]=3)[CH2:26][CH2:25]2)=[CH:22][CH:23]=1, predict the reactants needed to synthesize it. The reactants are: Br[CH2:2][CH2:3][CH2:4][CH2:5][CH2:6][O:7][C:8]1[CH:13]=[CH:12][CH:11]=[C:10]([N+:14]([O-:16])=[O:15])[CH:9]=1.[F:17][C:18]1[CH:23]=[CH:22][C:21]([N:24]2[CH2:29][CH2:28][NH:27][CH2:26][CH2:25]2)=[CH:20][CH:19]=1.C(=O)([O-])[O-].[K+].[K+]. (9) The reactants are: C[O:2][C:3]([C:5]1[C:9]([C:10]2[CH:15]=[CH:14][CH:13]=[CH:12][CH:11]=2)=[C:8]([C:16]2[CH:21]=[CH:20][CH:19]=[CH:18][CH:17]=2)[N:7]([CH2:22][CH2:23][CH2:24][O:25][CH3:26])[CH:6]=1)=[O:4].[OH-].[Li+]. Given the product [CH3:26][O:25][CH2:24][CH2:23][CH2:22][N:7]1[C:8]([C:16]2[CH:21]=[CH:20][CH:19]=[CH:18][CH:17]=2)=[C:9]([C:10]2[CH:15]=[CH:14][CH:13]=[CH:12][CH:11]=2)[C:5]([C:3]([OH:4])=[O:2])=[CH:6]1, predict the reactants needed to synthesize it. (10) Given the product [Cl:1][C:2]1[CH:9]=[C:8]([N:10]([CH2:16][C:17]2[CH:18]=[CH:19][CH:20]=[CH:21][CH:22]=2)[C@H:11]2[CH2:15][CH2:14][N:13]([S:27]([CH2:26][CH2:25][C:24]([F:32])([F:31])[F:23])(=[O:29])=[O:28])[CH2:12]2)[CH:7]=[CH:6][C:3]=1[C:4]#[N:5], predict the reactants needed to synthesize it. The reactants are: [Cl:1][C:2]1[CH:9]=[C:8]([N:10]([CH2:16][C:17]2[CH:22]=[CH:21][CH:20]=[CH:19][CH:18]=2)[C@H:11]2[CH2:15][CH2:14][NH:13][CH2:12]2)[CH:7]=[CH:6][C:3]=1[C:4]#[N:5].[F:23][C:24]([F:32])([F:31])[CH2:25][CH2:26][S:27](Cl)(=[O:29])=[O:28].